From a dataset of Reaction yield outcomes from USPTO patents with 853,638 reactions. Predict the reaction yield, written as a fraction of the theoretical maximum amount of product (1.0 means a 100% yield; for example, 0.34 means a 34% yield). (1) The reactants are [CH2:1]([O:3][C:4]([C:6]1[S:10][C:9]([NH2:11])=[N:8][C:7]=1[C:12]([F:15])([F:14])[F:13])=[O:5])[CH3:2].[CH3:16][C:17]([O:20][C:21](O[C:21]([O:20][C:17]([CH3:19])([CH3:18])[CH3:16])=[O:22])=[O:22])([CH3:19])[CH3:18]. The catalyst is C1COCC1.CN(C1C=CN=CC=1)C. The product is [CH2:1]([O:3][C:4]([C:6]1[S:10][C:9]([NH:11][C:21]([O:20][C:17]([CH3:19])([CH3:18])[CH3:16])=[O:22])=[N:8][C:7]=1[C:12]([F:14])([F:15])[F:13])=[O:5])[CH3:2]. The yield is 0.800. (2) The yield is 0.390. The catalyst is CO. The reactants are [C:1]1([C:7]2[N:12]=[C:11]3[S:13][C:14]4[CH2:18][CH2:17][CH2:16][C:15]=4[C:10]3=[C:9]([C:19]3[CH:24]=[CH:23][C:22]([CH3:25])=[CH:21][CH:20]=3)[C:8]=2[CH:26]([CH2:31][CH2:32][CH3:33])[C:27]([O:29]C)=[O:28])[CH:6]=[CH:5][CH:4]=[CH:3][CH:2]=1.[OH-].[Na+]. The product is [C:1]1([C:7]2[N:12]=[C:11]3[S:13][C:14]4[CH2:18][CH2:17][CH2:16][C:15]=4[C:10]3=[C:9]([C:19]3[CH:20]=[CH:21][C:22]([CH3:25])=[CH:23][CH:24]=3)[C:8]=2[CH:26]([CH2:31][CH2:32][CH3:33])[C:27]([OH:29])=[O:28])[CH:6]=[CH:5][CH:4]=[CH:3][CH:2]=1. (3) The product is [O:14]([CH:11]=[CH2:12])[S:27]([C:30]([F:33])([F:32])[F:31])(=[O:29])=[O:28]. The reactants are C(NC(C)C)(C)C.C(=O)=O.[CH2:11]([OH:14])[CH2:12]O.[Li]CCCC.C1C=CC(N([S:27]([C:30]([F:33])([F:32])[F:31])(=[O:29])=[O:28])[S:27]([C:30]([F:33])([F:32])[F:31])(=[O:29])=[O:28])=CC=1. The catalyst is C1COCC1.C(OCC)(=O)C. The yield is 0.870. (4) The reactants are [Cl:1][C:2]1[CH:7]=[CH:6][CH:5]=[CH:4][C:3]=1[C:8]1[N:9]=[N:10][N:11]([CH3:27])[C:12]=1[C:13]1[N:14]=[CH:15][N:16]([C:18]2[CH:26]=[CH:25][C:21]([C:22](O)=[O:23])=[CH:20][N:19]=2)[CH:17]=1.CN(C(O[N:36]1N=N[C:38]2C=CC=[CH:42][C:37]1=2)=[N+](C)C)C.[B-](F)(F)(F)F.CCN(C(C)C)C(C)C.C(N)(C)C. The catalyst is CN(C=O)C. The product is [Cl:1][C:2]1[CH:7]=[CH:6][CH:5]=[CH:4][C:3]=1[C:8]1[N:9]=[N:10][N:11]([CH3:27])[C:12]=1[C:13]1[N:14]=[CH:15][N:16]([C:18]2[CH:26]=[CH:25][C:21]([C:22]([NH:36][CH:37]([CH3:42])[CH3:38])=[O:23])=[CH:20][N:19]=2)[CH:17]=1. The yield is 0.630. (5) The product is [CH2:1]([O:3][C:4](=[O:18])[C:5]1[CH:10]=[CH:9][CH:8]=[C:7]([O:11][CH2:12][CH:13]([N:19]=[N+:20]=[N-:21])[O:14][CH2:15][CH2:16][OH:17])[CH:6]=1)[CH3:2]. The reactants are [CH2:1]([O:3][C:4](=[O:18])[C:5]1[CH:10]=[CH:9][CH:8]=[C:7]([O:11][CH2:12][CH:13]2[O:17][CH2:16][CH2:15][O:14]2)[CH:6]=1)[CH3:2].[N:19]([Si](C)(C)C)=[N+:20]=[N-:21]. The catalyst is CO.[Sn](Cl)(Cl)(Cl)Cl. The yield is 0.690. (6) The reactants are S(O[CH2:6][CH2:7][C@@H:8]1[O:12][C:11]([CH3:14])([CH3:13])[O:10][C:9]1=[O:15])(C)(=O)=O.[C:16]1(=[O:22])[NH:20][C:19](=[O:21])[CH2:18][CH2:17]1.[K].[I-].[Na+]. The catalyst is CN(C)C=O. The product is [CH3:13][C:11]1([CH3:14])[O:12][C@@H:8]([CH2:7][CH2:6][N:20]2[C:16](=[O:22])[CH2:17][CH2:18][C:19]2=[O:21])[C:9](=[O:15])[O:10]1. The yield is 0.470.